From a dataset of Reaction yield outcomes from USPTO patents with 853,638 reactions. Predict the reaction yield, written as a fraction of the theoretical maximum amount of product (1.0 means a 100% yield; for example, 0.34 means a 34% yield). The reactants are [O:1]=[C:2]1[C:10](=[C:11]2[C:19]3[C:14](=[CH:15][CH:16]=[CH:17][CH:18]=3)[CH:13]([CH2:20][CH2:21]OS(C)(=O)=O)[O:12]2)[C:9]2[C:4](=[CH:5][CH:6]=[CH:7][CH:8]=2)[NH:3]1.[NH:27]1[CH2:31][CH2:30][CH2:29][CH2:28]1. The catalyst is O1CCOCC1. The product is [N:27]1([CH2:21][CH2:20][CH:13]2[C:14]3[C:19](=[CH:18][CH:17]=[CH:16][CH:15]=3)[C:11](=[C:10]3[C:9]4[C:4](=[CH:5][CH:6]=[CH:7][CH:8]=4)[NH:3][C:2]3=[O:1])[O:12]2)[CH2:31][CH2:30][CH2:29][CH2:28]1. The yield is 0.540.